Dataset: Full USPTO retrosynthesis dataset with 1.9M reactions from patents (1976-2016). Task: Predict the reactants needed to synthesize the given product. (1) Given the product [S:33]1[C:29]2[CH:28]=[CH:27][N:26]=[C:25]([NH:16][C:17]3[C:18]([C:19]([NH:15][C:12]4[CH:13]=[CH:14][C:9]([CH2:8][N:5]5[CH2:6][CH2:7][N:2]([CH3:1])[CH2:3][CH2:4]5)=[CH:10][CH:11]=4)=[O:36])=[N:20][NH:23][CH:21]=3)[C:30]=2[CH:31]=[CH:32]1, predict the reactants needed to synthesize it. The reactants are: [CH3:1][N:2]1[CH2:7][CH2:6][N:5]([CH2:8][C:9]2[CH:14]=[CH:13][C:12]([N:15]3[CH:19]=[C:18]([NH2:20])[C:17]([C:21]([NH2:23])=O)=[N:16]3)=[CH:11][CH:10]=2)[CH2:4][CH2:3]1.Cl[C:25]1[C:30]2[CH:31]=[CH:32][S:33][C:29]=2[CH:28]=[CH:27][N:26]=1.C(O)(=[O:36])C.CO. (2) Given the product [CH2:1]([N:8]1[C:16]2[C:11](=[CH:12][C:13]([OH:17])=[CH:14][CH:15]=2)[CH:10]([CH3:19])[CH2:9]1)[C:2]1[CH:3]=[CH:4][CH:5]=[CH:6][CH:7]=1, predict the reactants needed to synthesize it. The reactants are: [CH2:1]([N:8]1[C:16]2[C:11](=[CH:12][C:13]([O:17]C)=[CH:14][CH:15]=2)[CH:10]([CH3:19])[CH2:9]1)[C:2]1[CH:7]=[CH:6][CH:5]=[CH:4][CH:3]=1.Br.C(O)(=O)C.C([O-])(O)=O.[Na+]. (3) Given the product [CH:1]1([C:4]([N:6]2[CH2:10][CH2:9][C@@H:8]([CH2:11][N:12]3[C:13]4[C:18]([CH3:19])=[CH:17][CH:16]=[CH:15][C:14]=4[N:20]=[C:21]3[C:23]3[CH:24]=[CH:25][C:26]([C:29]4[CH:37]=[C:36]5[C:32]([CH:33]=[N:34][NH:35]5)=[CH:31][CH:30]=4)=[CH:27][CH:28]=3)[CH2:7]2)=[O:5])[CH2:3][CH2:2]1, predict the reactants needed to synthesize it. The reactants are: [CH:1]1([C:4]([N:6]2[CH2:10][CH2:9][C@@H:8]([CH2:11][NH:12][C:13]3[C:14]([NH2:20])=[CH:15][CH:16]=[CH:17][C:18]=3[CH3:19])[CH2:7]2)=[O:5])[CH2:3][CH2:2]1.[CH:21]([C:23]1[CH:28]=[CH:27][C:26]([C:29]2[CH:37]=[C:36]3[C:32]([CH:33]=[N:34][NH:35]3)=[CH:31][CH:30]=2)=[CH:25][CH:24]=1)=O.OOS([O-])=O.[K+]. (4) Given the product [F:1][C:2]1[CH:7]=[CH:6][C:5]([SH:8]([C:21]2[CH:26]=[CH:25][C:24]([F:27])=[CH:23][CH:22]=2)([C:14]2[CH:19]=[CH:18][CH:17]=[CH:16][C:15]=2[F:20])([CH3:13])[CH2:9][C:10]([NH2:12])=[S:37])=[CH:4][CH:3]=1, predict the reactants needed to synthesize it. The reactants are: [F:1][C:2]1[CH:7]=[CH:6][C:5]([SH:8]([C:21]2[CH:26]=[CH:25][C:24]([F:27])=[CH:23][CH:22]=2)([C:14]2[CH:19]=[CH:18][CH:17]=[CH:16][C:15]=2[F:20])([CH3:13])[CH2:9][C:10]([NH2:12])=O)=[CH:4][CH:3]=1.COC1C=CC(P2(SP(C3C=CC(OC)=CC=3)(=S)S2)=[S:37])=CC=1. (5) The reactants are: [N:1]([C:4]1[CH:9]=[CH:8][C:7]([OH:10])=[C:6]([S:11]([N:14]2[CH2:19][CH2:18][CH:17]([N:20]3[CH2:25][CH2:24][CH:23]([CH3:26])[CH2:22][CH2:21]3)[CH2:16][CH2:15]2)(=[O:13])=[O:12])[CH:5]=1)=[N+:2]=[N-:3].[H-].[Na+].[CH2:29](Br)[C:30]#[CH:31]. Given the product [N:1]([C:4]1[CH:9]=[CH:8][C:7]([O:10][CH2:31][C:30]#[CH:29])=[C:6]([S:11]([N:14]2[CH2:19][CH2:18][CH:17]([N:20]3[CH2:25][CH2:24][CH:23]([CH3:26])[CH2:22][CH2:21]3)[CH2:16][CH2:15]2)(=[O:13])=[O:12])[CH:5]=1)=[N+:2]=[N-:3], predict the reactants needed to synthesize it.